From a dataset of Reaction yield outcomes from USPTO patents with 853,638 reactions. Predict the reaction yield, written as a fraction of the theoretical maximum amount of product (1.0 means a 100% yield; for example, 0.34 means a 34% yield). (1) The reactants are [C:1]([O:5][C:6]([N:8]1[CH2:13][CH2:12][C:11]2[N:14]([CH2:21][C:22]([OH:24])=O)[N:15]=[C:16]([C:17]([F:20])([F:19])[F:18])[C:10]=2[CH2:9]1)=[O:7])([CH3:4])([CH3:3])[CH3:2].[Cl:25][C:26]1[CH:27]=[CH:28][C:29]([O:33][CH3:34])=[C:30]([CH:32]=1)[NH2:31].C1C=CC2N(O)N=NC=2C=1.C(N(CC)CC)C.CCN=C=NCCCN(C)C. The catalyst is ClCCl. The product is [Cl:25][C:26]1[CH:27]=[CH:28][C:29]([O:33][CH3:34])=[C:30]([NH:31][C:22](=[O:24])[CH2:21][N:14]2[C:11]3[CH2:12][CH2:13][N:8]([C:6]([O:5][C:1]([CH3:4])([CH3:2])[CH3:3])=[O:7])[CH2:9][C:10]=3[C:16]([C:17]([F:20])([F:19])[F:18])=[N:15]2)[CH:32]=1. The yield is 0.500. (2) The reactants are OC(C(F)(F)F)=O.[NH:8]1[CH2:11][CH:10]([C:12]2[CH:33]=[CH:32][C:15]3[C:16]4[N:17]=[C:18]([C:24]5[N:25]([CH:29]([CH3:31])[CH3:30])[N:26]=[CH:27][N:28]=5)[S:19][C:20]=4[CH2:21][CH2:22][O:23][C:14]=3[CH:13]=2)[CH2:9]1.[O:34]1[CH:38]=[CH:37][N:36]=[C:35]1[CH:39]=O. No catalyst specified. The product is [CH:29]([N:25]1[C:24]([C:18]2[S:19][C:20]3[CH2:21][CH2:22][O:23][C:14]4[CH:13]=[C:12]([CH:10]5[CH2:11][N:8]([CH2:39][C:35]6[O:34][CH:38]=[CH:37][N:36]=6)[CH2:9]5)[CH:33]=[CH:32][C:15]=4[C:16]=3[N:17]=2)=[N:28][CH:27]=[N:26]1)([CH3:31])[CH3:30]. The yield is 0.440.